From a dataset of Full USPTO retrosynthesis dataset with 1.9M reactions from patents (1976-2016). Predict the reactants needed to synthesize the given product. (1) Given the product [Cl:1][C:2]1[CH:3]=[C:4]([C@H:9]2[C@@H:15]([CH:16]=[O:17])[O:14][CH2:13][CH2:12][N:11]([C:18]([O:20][C:21]([CH3:24])([CH3:23])[CH3:22])=[O:19])[CH2:10]2)[CH:5]=[CH:6][C:7]=1[Cl:8], predict the reactants needed to synthesize it. The reactants are: [Cl:1][C:2]1[CH:3]=[C:4]([C@H:9]2[C@@H:15]([CH2:16][OH:17])[O:14][CH2:13][CH2:12][N:11]([C:18]([O:20][C:21]([CH3:24])([CH3:23])[CH3:22])=[O:19])[CH2:10]2)[CH:5]=[CH:6][C:7]=1[Cl:8].CC(OI1(OC(C)=O)(OC(C)=O)OC(=O)C2C=CC=CC1=2)=O.C(=O)([O-])O.[Na+].S([O-])([O-])=O.[Na+].[Na+]. (2) Given the product [CH2:15]([C:11]1([CH2:13][CH3:14])[CH2:10][C:9]2[C:17]([CH:18]([CH3:20])[CH3:19])=[C:5]([OH:4])[C:6]([CH:21]([CH3:23])[CH3:22])=[CH:7][C:8]=2[O:12]1)[CH3:16], predict the reactants needed to synthesize it. The reactants are: C([O:4][C:5]1[C:6]([CH:21]([CH3:23])[CH3:22])=[CH:7][C:8]2[O:12][C:11]([CH2:15][CH3:16])([CH2:13][CH3:14])[CH2:10][C:9]=2[C:17]=1[CH:18]([CH3:20])[CH3:19])(=O)C.[H-].[Al+3].[Li+].[H-].[H-].[H-]. (3) Given the product [OH:1][C:2]1[C:9]([OH:10])=[CH:8][C:5]([C:6]#[N:7])=[C:4]([CH2:12][C:13]2[CH:18]=[CH:17][CH:16]=[C:15]([CH3:19])[CH:14]=2)[C:3]=1[C:20]#[N:21], predict the reactants needed to synthesize it. The reactants are: [OH:1][C:2]1[C:9]([O:10]C)=[CH:8][C:5]([C:6]#[N:7])=[C:4]([CH2:12][C:13]2[CH:18]=[CH:17][CH:16]=[C:15]([CH3:19])[CH:14]=2)[C:3]=1[C:20]#[N:21].BrC1C(C#N)=C(O)C(OC)=CC=1C#N.CC1(C)C(C)(C)OB(CC2C=CC=C(C)C=2)O1. (4) Given the product [CH:1]([N:4]1[CH2:9][CH2:8][CH:7]([O:10][C:11]2[CH:19]=[CH:18][C:17]3[N:16]4[CH2:20][C@H:21]([CH3:25])[N:22]([CH2:29][CH2:28][O:27][CH3:26])[C:23](=[O:24])[C:15]4=[CH:14][C:13]=3[CH:12]=2)[CH2:6][CH2:5]1)([CH3:3])[CH3:2], predict the reactants needed to synthesize it. The reactants are: [CH:1]([N:4]1[CH2:9][CH2:8][CH:7]([O:10][C:11]2[CH:19]=[CH:18][C:17]3[N:16]4[CH2:20][C@H:21]([CH3:25])[NH:22][C:23](=[O:24])[C:15]4=[CH:14][C:13]=3[CH:12]=2)[CH2:6][CH2:5]1)([CH3:3])[CH3:2].[CH3:26][O:27][CH2:28][CH2:29]Br.[H-].[Na+]. (5) Given the product [O:18]1[CH2:19][CH2:20][N:15]([C:2]2[S:3][C:4]([CH:7]=[O:8])=[CH:5][N:6]=2)[CH2:16][CH2:17]1, predict the reactants needed to synthesize it. The reactants are: Cl[C:2]1[S:3][C:4]([CH:7]=[O:8])=[CH:5][N:6]=1.C(=O)([O-])[O-].[K+].[K+].[NH:15]1[CH2:20][CH2:19][O:18][CH2:17][CH2:16]1.O. (6) Given the product [CH2:38]([O:37][CH2:36][C@H:18]([NH:17][C:14](=[O:16])[CH2:13][N:10]1[CH2:9][CH2:8][CH:7]([N:2]2[CH2:3][CH2:4][CH2:5][CH2:6]2)[CH2:12][CH2:11]1)[C:19]([NH:21][C:22]1[CH:27]=[CH:26][C:25]([O:28][C:29]2[CH:34]=[CH:33][C:32]([F:35])=[CH:31][CH:30]=2)=[CH:24][CH:23]=1)=[O:20])[C:39]1[CH:44]=[CH:43][CH:42]=[CH:41][CH:40]=1, predict the reactants needed to synthesize it. The reactants are: Cl.[N:2]1([CH:7]2[CH2:12][CH2:11][N:10]([CH2:13][C:14]([OH:16])=O)[CH2:9][CH2:8]2)[CH2:6][CH2:5][CH2:4][CH2:3]1.[NH2:17][C@@H:18]([CH2:36][O:37][CH2:38][C:39]1[CH:44]=[CH:43][CH:42]=[CH:41][CH:40]=1)[C:19]([NH:21][C:22]1[CH:27]=[CH:26][C:25]([O:28][C:29]2[CH:34]=[CH:33][C:32]([F:35])=[CH:31][CH:30]=2)=[CH:24][CH:23]=1)=[O:20]. (7) Given the product [NH:25]1[CH2:26][CH2:27][CH:22]([CH2:21][N:17]2[C:18]3[C:14](=[CH:13][C:12]([C:10]4[CH:9]=[N:8][N:7]([CH:2]5[CH2:3][CH2:4][CH2:5][CH2:6][O:1]5)[CH:11]=4)=[CH:20][CH:19]=3)[CH:15]=[CH:16]2)[CH2:23][CH2:24]1, predict the reactants needed to synthesize it. The reactants are: [O:1]1[CH2:6][CH2:5][CH2:4][CH2:3][CH:2]1[N:7]1[CH:11]=[C:10]([C:12]2[CH:13]=[C:14]3[C:18](=[CH:19][CH:20]=2)[N:17]([CH2:21][CH:22]2[CH2:27][CH2:26][N:25](C(OCC4C=CC=CC=4)=O)[CH2:24][CH2:23]2)[CH:16]=[CH:15]3)[CH:9]=[N:8]1.CO.ClCCl.